Dataset: Full USPTO retrosynthesis dataset with 1.9M reactions from patents (1976-2016). Task: Predict the reactants needed to synthesize the given product. (1) Given the product [CH3:25][N:24]([CH3:26])[C:22](=[O:23])[CH2:21][O:1][C:2]1[CH:11]=[CH:10][C:5]([C:6]([O:8][CH3:9])=[O:7])=[CH:4][C:3]=1[O:12][CH3:13], predict the reactants needed to synthesize it. The reactants are: [OH:1][C:2]1[CH:11]=[CH:10][C:5]([C:6]([O:8][CH3:9])=[O:7])=[CH:4][C:3]=1[O:12][CH3:13].C(=O)([O-])[O-].[K+].[K+].Cl[CH2:21][C:22]([N:24]([CH3:26])[CH3:25])=[O:23]. (2) Given the product [CH3:1][C:2]1[NH:8][C:7]([NH:9][C:19](=[O:20])[NH:18][CH2:17][CH2:16][O:15][C:10](=[O:14])[C:11]([CH3:13])=[CH2:12])=[N:6][C:4](=[O:5])[CH:3]=1, predict the reactants needed to synthesize it. The reactants are: [CH3:1][C:2]1[NH:8][C:7]([NH2:9])=[N:6][C:4](=[O:5])[CH:3]=1.[C:10]([O:15][CH2:16][CH2:17][N:18]=[C:19]=[O:20])(=[O:14])[C:11]([CH3:13])=[CH2:12].CC(C)=O.